This data is from Full USPTO retrosynthesis dataset with 1.9M reactions from patents (1976-2016). The task is: Predict the reactants needed to synthesize the given product. Given the product [CH3:16][C:17]1[C:18]([Cl:1])=[CH:19][C:20]2[CH:21]([CH3:29])[CH:22]3[CH2:26][NH:25][CH2:24][CH:23]3[C:27]=2[CH:28]=1, predict the reactants needed to synthesize it. The reactants are: [Cl:1]C(OCC)=O.CCN(C(C)C)C(C)C.[CH3:16][C:17]1[CH:18]=[CH:19][C:20]2[CH:21]([CH3:29])[CH:22]3[CH2:26][NH:25][CH2:24][CH:23]3[C:27]=2[CH:28]=1.